This data is from Peptide-MHC class I binding affinity with 185,985 pairs from IEDB/IMGT. The task is: Regression. Given a peptide amino acid sequence and an MHC pseudo amino acid sequence, predict their binding affinity value. This is MHC class I binding data. (1) The peptide sequence is RLLLLDDEA. The MHC is Patr-A0301 with pseudo-sequence Patr-A0301. The binding affinity (normalized) is 0. (2) The peptide sequence is TPPHGGLLGW. The MHC is H-2-Ld with pseudo-sequence H-2-Ld. The binding affinity (normalized) is 0. (3) The peptide sequence is FISYNRHNDT. The MHC is HLA-A02:01 with pseudo-sequence HLA-A02:01. The binding affinity (normalized) is 0.0295. (4) The peptide sequence is YMLSWGKEA. The MHC is HLA-B15:17 with pseudo-sequence HLA-B15:17. The binding affinity (normalized) is 0.0847.